This data is from Full USPTO retrosynthesis dataset with 1.9M reactions from patents (1976-2016). The task is: Predict the reactants needed to synthesize the given product. (1) Given the product [F:26][C:19]1[CH:18]=[C:17]([C:8]2[O:9][C:5]3[CH:4]=[CH:3][C:2]([CH3:1])=[CH:10][C:6]=3[N:7]=2)[CH:25]=[CH:24][C:20]=1[CH2:21][C:22]#[N:23], predict the reactants needed to synthesize it. The reactants are: [CH3:1][C:2]1[CH:3]=[CH:4][C:5]2[O:9][CH:8]=[N:7][C:6]=2[CH:10]=1.C([Li])CCC.Br[C:17]1[CH:25]=[CH:24][C:20]([CH2:21][C:22]#[N:23])=[C:19]([F:26])[CH:18]=1. (2) Given the product [CH3:1][O:2][C:3]1[CH:4]=[C:5]2[C:10]([CH:9]=[CH:8][CH2:7][CH2:6]2)=[CH:11][CH:12]=1, predict the reactants needed to synthesize it. The reactants are: [CH3:1][O:2][C:3]1[CH:4]=[C:5]2[C:10](=[CH:11][CH:12]=1)[CH:9](O)[CH2:8][CH2:7][CH2:6]2.